From a dataset of Reaction yield outcomes from USPTO patents with 853,638 reactions. Predict the reaction yield, written as a fraction of the theoretical maximum amount of product (1.0 means a 100% yield; for example, 0.34 means a 34% yield). (1) The reactants are [CH3:1][C:2]1[CH:8]=[C:7]([CH3:9])[CH:6]=[CH:5][C:3]=1[NH2:4].[N+:10]([O-])([OH:12])=[O:11].[OH-].[Na+]. The yield is 0.950. The catalyst is S(=O)(=O)(O)O. The product is [CH3:1][C:2]1[CH:8]=[C:7]([CH3:9])[CH:6]=[CH:5][C:3]=1[NH:4][N+:10]([O-:12])=[O:11]. (2) The reactants are F[C:2]1[CH:7]=[C:6]([C:8]2[CH:13]=[CH:12][N:11]=[C:10]([NH:14][CH:15]3[CH2:20][CH2:19][O:18][CH2:17][CH2:16]3)[CH:9]=2)[CH:5]=[CH:4][N:3]=1.Cl.[OH-:22].[Na+]. No catalyst specified. The product is [O:18]1[CH2:19][CH2:20][CH:15]([NH:14][C:10]2[CH:9]=[C:8]([C:6]3[CH:5]=[CH:4][NH:3][C:2](=[O:22])[CH:7]=3)[CH:13]=[CH:12][N:11]=2)[CH2:16][CH2:17]1. The yield is 0.980. (3) The reactants are [NH2:1][C:2]1([C:5]([O:7][CH3:8])=[O:6])[CH2:4][CH2:3]1.[C:9]([O-])([O-])=O.[Na+].[Na+].[C:15](Cl)([O:17][CH2:18][CH:19]1[C:31]2[C:26](=[CH:27][CH:28]=[CH:29][CH:30]=2)[C:25]2[C:20]1=[CH:21][CH:22]=[CH:23][CH:24]=2)=[O:16].O1[CH2:38][CH2:37]OCC1. The catalyst is O. The product is [CH:30]1[C:31]2[CH:19]([CH2:18][O:17][C:15]([NH:1][C:2]3([C:5]([O:7][CH3:8])=[O:6])[CH2:4][CH2:3][CH2:38][CH2:37][CH2:9]3)=[O:16])[C:20]3[C:25](=[CH:24][CH:23]=[CH:22][CH:21]=3)[C:26]=2[CH:27]=[CH:28][CH:29]=1. The yield is 0.880. (4) The reactants are [CH3:1][O:2][C:3](=[O:24])[C:4]1[CH:9]=[CH:8][C:7]([CH2:10][NH2:11])=[N:6][C:5]=1[NH:12][C:13]1[CH:18]=[CH:17][C:16]([Si:19]([CH3:22])([CH3:21])[CH3:20])=[CH:15][C:14]=1[F:23].[CH:25](O)=[O:26]. The catalyst is C(OC(=O)C)(=O)C. The product is [CH3:1][O:2][C:3](=[O:24])[C:4]1[CH:9]=[CH:8][C:7]([CH2:10][NH:11][CH:25]=[O:26])=[N:6][C:5]=1[NH:12][C:13]1[CH:18]=[CH:17][C:16]([Si:19]([CH3:20])([CH3:22])[CH3:21])=[CH:15][C:14]=1[F:23]. The yield is 0.890. (5) The reactants are [C:1]([O:9][CH2:10][CH2:11][CH2:12][CH2:13][N:14]1[CH:18]=[C:17]([C:19]([O:21]C(C)(C)C)=[O:20])[N:16]=[N:15]1)(=[O:8])[C:2]1[CH:7]=[CH:6][CH:5]=[CH:4][CH:3]=1. The catalyst is C(O)(C(F)(F)F)=O.C(Cl)Cl. The product is [C:1]([O:9][CH2:10][CH2:11][CH2:12][CH2:13][N:14]1[CH:18]=[C:17]([C:19]([OH:21])=[O:20])[N:16]=[N:15]1)(=[O:8])[C:2]1[CH:3]=[CH:4][CH:5]=[CH:6][CH:7]=1. The yield is 0.900. (6) The reactants are Cl[CH2:2][C@H:3]([OH:6])[CH2:4][OH:5].[N:7]1([C@H:13]2[CH2:16][C@H:15]([O:17][C:18]3[CH:23]=[CH:22][C:21]([C:24]4[S:25][C:26]5[CH2:27][NH:28][CH2:29][CH2:30][C:31]=5[N:32]=4)=[CH:20][CH:19]=3)[CH2:14]2)[CH2:12][CH2:11][CH2:10][CH2:9][CH2:8]1.C(=O)([O-])[O-].[K+].[K+].[I-].[Na+]. The catalyst is C(#N)C. The product is [N:7]1([C@H:13]2[CH2:14][C@H:15]([O:17][C:18]3[CH:19]=[CH:20][C:21]([C:24]4[S:25][C:26]5[CH2:27][N:28]([CH2:2][C@H:3]([OH:6])[CH2:4][OH:5])[CH2:29][CH2:30][C:31]=5[N:32]=4)=[CH:22][CH:23]=3)[CH2:16]2)[CH2:12][CH2:11][CH2:10][CH2:9][CH2:8]1. The yield is 0.210. (7) The reactants are Br[C:2]1[C:11]2[C:6](=[CH:7][CH:8]=[CH:9][CH:10]=2)[C:5]([CH3:12])=[C:4]([N:13]([CH2:28][C:29]2[CH:34]=[CH:33][C:32]([O:35][C:36]([F:39])([F:38])[F:37])=[CH:31][CH:30]=2)[S:14]([C:17]2[CH:27]=[CH:26][C:20]([C:21]([O:23][CH2:24][CH3:25])=[O:22])=[CH:19][CH:18]=2)(=[O:16])=[O:15])[N:3]=1.[CH:40](OB(O)O)=[CH:41][CH3:42]. No catalyst specified. The product is [CH3:12][C:5]1[C:6]2[C:11](=[CH:10][CH:9]=[CH:8][CH:7]=2)[C:2](/[CH:40]=[CH:41]/[CH3:42])=[N:3][C:4]=1[N:13]([CH2:28][C:29]1[CH:30]=[CH:31][C:32]([O:35][C:36]([F:38])([F:37])[F:39])=[CH:33][CH:34]=1)[S:14]([C:17]1[CH:27]=[CH:26][C:20]([C:21]([O:23][CH2:24][CH3:25])=[O:22])=[CH:19][CH:18]=1)(=[O:15])=[O:16]. The yield is 0.990.